From a dataset of Full USPTO retrosynthesis dataset with 1.9M reactions from patents (1976-2016). Predict the reactants needed to synthesize the given product. (1) Given the product [CH:1]1([C@H:5]([NH:7][C:8]2[N:16]=[C:15]([C:17]([O:19][CH3:20])=[O:18])[N:14]=[C:13]3[C:9]=2[N:10]([CH2:27][C:28]2[CH:29]=[CH:30][C:31]([C:34]([F:35])([F:37])[F:36])=[CH:32][CH:33]=2)[C:11]([CH:21]2[CH2:26][CH2:25][CH2:24][CH2:23][NH:22]2)=[N:12]3)[CH3:6])[CH2:4][CH2:3][CH2:2]1, predict the reactants needed to synthesize it. The reactants are: [CH:1]1([C@H:5]([NH:7][C:8]2[N:16]=[C:15]([C:17]([O:19][CH3:20])=[O:18])[N:14]=[C:13]3[C:9]=2[N:10]([CH2:27][C:28]2[CH:33]=[CH:32][C:31]([C:34]([F:37])([F:36])[F:35])=[CH:30][CH:29]=2)[C:11]([C:21]2[CH:26]=[CH:25][CH:24]=[CH:23][N:22]=2)=[N:12]3)[CH3:6])[CH2:4][CH2:3][CH2:2]1. (2) Given the product [Br:1][C:2]1[CH:7]=[CH:6][C:5]([O:8][CH:11]2[CH2:12][CH2:13][CH2:14][CH2:15][O:10]2)=[CH:4][C:3]=1[CH3:9], predict the reactants needed to synthesize it. The reactants are: [Br:1][C:2]1[CH:7]=[CH:6][C:5]([OH:8])=[CH:4][C:3]=1[CH3:9].[O:10]1[CH:15]=[CH:14][CH2:13][CH2:12][CH2:11]1.